Dataset: Forward reaction prediction with 1.9M reactions from USPTO patents (1976-2016). Task: Predict the product of the given reaction. (1) Given the reactants [CH2:1]([Mg]Br)[CH3:2].[CH2:5]([N:7]1[C:11]2[N:12]=[CH:13][C:14]([CH:23]=[N:24][CH2:25][C:26]3[CH:31]=[CH:30][CH:29]=[CH:28][CH:27]=3)=[C:15]([NH:16][CH:17]3[CH2:22][CH2:21][O:20][CH2:19][CH2:18]3)[C:10]=2[CH:9]=[N:8]1)[CH3:6], predict the reaction product. The product is: [CH2:5]([N:7]1[C:11]2[N:12]=[CH:13][C:14]([CH:23]([NH:24][CH2:25][C:26]3[CH:27]=[CH:28][CH:29]=[CH:30][CH:31]=3)[CH2:1][CH3:2])=[C:15]([NH:16][CH:17]3[CH2:22][CH2:21][O:20][CH2:19][CH2:18]3)[C:10]=2[CH:9]=[N:8]1)[CH3:6]. (2) Given the reactants [CH2:1]([O:3][C:4](=[O:46])[CH2:5][C@H:6]1[CH2:11][CH2:10][C@H:9]([CH2:12][NH:13][CH2:14][CH2:15][C:16]2[C:21]([CH2:22][N:23]([CH2:30][C:31]3[CH:36]=[C:35]([C:37]([F:40])([F:39])[F:38])[CH:34]=[C:33]([C:41]([F:44])([F:43])[F:42])[CH:32]=3)[C:24]3[N:25]=[N:26][N:27]([CH3:29])[N:28]=3)=[CH:20][C:19](Br)=[CH:18][N:17]=2)[CH2:8][CH2:7]1)[CH3:2].[C:47]1(B(O)O)[CH:52]=[CH:51][CH:50]=[CH:49][CH:48]=1.C(=O)([O-])[O-].[Na+].[Na+], predict the reaction product. The product is: [CH2:1]([O:3][C:4](=[O:46])[CH2:5][C@H:6]1[CH2:11][CH2:10][C@H:9]([CH2:12][NH:13][CH2:14][CH2:15][C:16]2[C:21]([CH2:22][N:23]([CH2:30][C:31]3[CH:36]=[C:35]([C:37]([F:40])([F:39])[F:38])[CH:34]=[C:33]([C:41]([F:44])([F:43])[F:42])[CH:32]=3)[C:24]3[N:25]=[N:26][N:27]([CH3:29])[N:28]=3)=[CH:20][C:19]([C:47]3[CH:52]=[CH:51][CH:50]=[CH:49][CH:48]=3)=[CH:18][N:17]=2)[CH2:8][CH2:7]1)[CH3:2].